From a dataset of Drug-target binding data from BindingDB using Ki measurements. Regression. Given a target protein amino acid sequence and a drug SMILES string, predict the binding affinity score between them. We predict pKi (pKi = -log10(Ki in M); higher means stronger inhibition). Dataset: bindingdb_ki. (1) The small molecule is CN(CCCNC(=O)OCC1c2ccccc2-c2ccccc21)C[C@H]1O[C@@H](n2ccc3c(N)ncnc32)[C@H](O)[C@@H]1O. The target protein (Q8TEK3) has sequence MGEKLELRLKSPVGAEPAVYPWPLPVYDKHHDAAHEIIETIRWVCEEIPDLKLAMENYVLIDYDTKSFESMQRLCDKYNRAIDSIHQLWKGTTQPMKLNTRPSTGLLRHILQQVYNHSVTDPEKLNNYEPFSPEVYGETSFDLVAQMIDEIKMTDDDLFVDLGSGVGQVVLQVAAATNCKHHYGVEKADIPAKYAETMDREFRKWMKWYGKKHAEYTLERGDFLSEEWRERIANTSVIFVNNFAFGPEVDHQLKERFANMKEGGRIVSSKPFAPLNFRINSRNLSDIGTIMRVVELSPLKGSVSWTGKPVSYYLHTIDRTILENYFSSLKNPKLREEQEAARRRQQRESKSNAATPTKGPEGKVAGPADAPMDSGAEEEKAGAATVKKPSPSKARKKKLNKKGRKMAGRKRGRPKKMNTANPERKPKKNQTALDALHAQTVSQTAASSPQDAYRSPHSPFYQLPPSVQRHSPNPLLVAPTPPALQKLLESFKIQYLQFLA.... The pKi is 4.7. (2) The compound is CC1(C)Oc2cc(C(=O)c3ccncc3F)cc(O)c2[C@@H]2C[C@H](O)CC[C@H]21. The target protein (P47936) has sequence MEGCRETEVTNGSNGGLEFNPMKEYMILSSGQQIAVAVLCTLMGLLSALENMAVLYIILSSRRLRRKPSYLFISSLAGADFLASVIFACNFVIFHVFHGVDSNAIFLLKIGSVTMTFTASVGSLLLTAVDRYLCLCYPPTYKALVTRGRALVALCVMWVLSALISYLPLMGWTCCPSPCSELFPLIPNDYLLGWLLFIAILFSGIIYTYGYVLWKAHRHVATLAEHQDRQVPGIARMRLDVRLAKTLGLVLAVLLICWFPALALMGHSLVTTLSDQVKEAFAFCSMLCLVNSMVNPIIYALRSGEIRSAAQHCLIGWKKYLQGLGPEGKEEGPRSSVTETEADVKTT. The pKi is 6.0.